Predict the reaction yield, written as a fraction of the theoretical maximum amount of product (1.0 means a 100% yield; for example, 0.34 means a 34% yield). From a dataset of Reaction yield outcomes from USPTO patents with 853,638 reactions. (1) The reactants are [CH2:1]([O:3][C:4]([C:6]1[C:15](=[O:16])[C:14]2[C:9](=[N:10][C:11]([N:26]=[N+]=[N-])=[C:12]([CH2:17][C:18]3[CH:23]=[CH:22][CH:21]=[C:20]([Cl:24])[C:19]=3[F:25])[CH:13]=2)[N:8]([C@H:29]([C:34]([CH3:42])([CH3:41])[O:35][SiH2:36][C:37]([CH3:40])([CH3:39])[CH3:38])[C:30]([CH3:33])([CH3:32])[CH3:31])[CH:7]=1)=[O:5])[CH3:2]. The catalyst is [Zn].C(OCC)(=O)C. The product is [CH2:1]([O:3][C:4]([C:6]1[C:15](=[O:16])[C:14]2[C:9](=[N:10][C:11]([NH2:26])=[C:12]([CH2:17][C:18]3[CH:23]=[CH:22][CH:21]=[C:20]([Cl:24])[C:19]=3[F:25])[CH:13]=2)[N:8]([C@H:29]([C:34]([CH3:41])([CH3:42])[O:35][SiH2:36][C:37]([CH3:40])([CH3:39])[CH3:38])[C:30]([CH3:31])([CH3:32])[CH3:33])[CH:7]=1)=[O:5])[CH3:2]. The yield is 1.00. (2) The reactants are [Cl:1][C:2]1[CH:7]=[CH:6][N:5]=[C:4]2[CH:8]=[C:9]([Sn](CCCC)(CCCC)CCCC)[S:10][C:3]=12.ClC1C=CN=C2C=C(C3SC=CN=3)SC=12.Br[C:40]1[N:41]=[CH:42][N:43]([CH3:45])[CH:44]=1. No catalyst specified. The product is [Cl:1][C:2]1[CH:7]=[CH:6][N:5]=[C:4]2[CH:8]=[C:9]([C:40]3[N:41]=[CH:42][N:43]([CH3:45])[CH:44]=3)[S:10][C:3]=12. The yield is 0.290.